This data is from NCI-60 drug combinations with 297,098 pairs across 59 cell lines. The task is: Regression. Given two drug SMILES strings and cell line genomic features, predict the synergy score measuring deviation from expected non-interaction effect. (1) Drug 1: CC1=C2C(C(=O)C3(C(CC4C(C3C(C(C2(C)C)(CC1OC(=O)C(C(C5=CC=CC=C5)NC(=O)OC(C)(C)C)O)O)OC(=O)C6=CC=CC=C6)(CO4)OC(=O)C)OC)C)OC. Drug 2: C1CCC(CC1)NC(=O)N(CCCl)N=O. Cell line: U251. Synergy scores: CSS=37.2, Synergy_ZIP=-11.3, Synergy_Bliss=-13.9, Synergy_Loewe=-12.2, Synergy_HSA=-9.51. (2) Drug 1: CCCS(=O)(=O)NC1=C(C(=C(C=C1)F)C(=O)C2=CNC3=C2C=C(C=N3)C4=CC=C(C=C4)Cl)F. Drug 2: C1=CC(=CC=C1CC(C(=O)O)N)N(CCCl)CCCl.Cl. Cell line: MALME-3M. Synergy scores: CSS=57.2, Synergy_ZIP=3.44, Synergy_Bliss=4.86, Synergy_Loewe=-11.1, Synergy_HSA=5.32.